From a dataset of Forward reaction prediction with 1.9M reactions from USPTO patents (1976-2016). Predict the product of the given reaction. (1) The product is: [CH2:31]([O:8][C:6]1[CH:7]=[CH:2][C:3]2[N:9]=[C:10]([C:12]3[N:17]=[CH:16][C:15]([O:18][CH2:19][C@@H:20]([NH:22][C:23](=[O:29])[O:24][C:25]([CH3:28])([CH3:26])[CH3:27])[CH3:21])=[CH:14][C:13]=3[F:30])[O:11][C:4]=2[CH:5]=1)[CH3:32]. Given the reactants O[C:2]1[CH:7]=[C:6]([OH:8])[CH:5]=[CH:4][C:3]=1[NH:9][C:10]([C:12]1[N:17]=[CH:16][C:15]([O:18][CH2:19][C@@H:20]([NH:22][C:23](=[O:29])[O:24][C:25]([CH3:28])([CH3:27])[CH3:26])[CH3:21])=[CH:14][C:13]=1[F:30])=[O:11].[CH2:31](I)[CH3:32], predict the reaction product. (2) Given the reactants [SiH:1]([C:4]([C:7]([C:10]([C:13]([C:16]([C:19]([C:22]([C:25]([F:28])([F:27])[F:26])([F:24])[F:23])([F:21])[F:20])([F:18])[F:17])([F:15])[F:14])([F:12])[F:11])([F:9])[F:8])([F:6])[F:5])([CH3:3])[CH3:2].[Br:29]Br, predict the reaction product. The product is: [Br:29][Si:1]([C:4]([C:7]([C:10]([C:13]([C:16]([C:19]([C:22]([C:25]([F:26])([F:27])[F:28])([F:23])[F:24])([F:20])[F:21])([F:18])[F:17])([F:15])[F:14])([F:12])[F:11])([F:9])[F:8])([F:6])[F:5])([CH3:2])[CH3:3]. (3) Given the reactants C(N)=S.C(Cl)Cl.[NH:7]1[C:15]2[C:10](=[CH:11][CH:12]=[CH:13][CH:14]=2)[C:9]([CH2:16][CH2:17][NH:18][C:19](=S)[SH-:20][CH2:21]C2C=CC=CC=2)=[CH:8]1.CCCCCCS/C(/S)=N\CC1NC2C=CC=CC=2C=1, predict the reaction product. The product is: [NH:7]1[C:15]2[C:10](=[CH:11][CH:12]=[CH:13][CH:14]=2)[C:9]([CH2:16][C:17]2[N:18]=[CH:19][S:20][CH:21]=2)=[CH:8]1.